This data is from Full USPTO retrosynthesis dataset with 1.9M reactions from patents (1976-2016). The task is: Predict the reactants needed to synthesize the given product. (1) Given the product [Br:1][C:2]1[CH:7]=[CH:6][CH:5]=[CH:4][C:3]=1[O:15][CH:12]1[CH2:13][CH2:14][S:9][CH2:10][CH2:11]1, predict the reactants needed to synthesize it. The reactants are: [Br:1][C:2]1[CH:7]=[CH:6][CH:5]=[CH:4][C:3]=1F.[S:9]1[CH2:14][CH2:13][CH:12]([OH:15])[CH2:11][CH2:10]1.[H-].[Na+]. (2) Given the product [CH3:1][O:2][C:3]([C:5]1([CH2:10][CH2:11][CH2:12][CH2:13][C:18]#[N:19])[CH2:9][CH2:8][CH2:7][CH2:6]1)=[O:4], predict the reactants needed to synthesize it. The reactants are: [CH3:1][O:2][C:3]([C:5]1([CH2:10][CH2:11][CH2:12][CH2:13]Br)[CH2:9][CH2:8][CH2:7][CH2:6]1)=[O:4].[C-]#N.[Li+].[CH3:18][N:19](C=O)C. (3) Given the product [CH3:16][O:15][C:10]1[CH:11]=[C:12]2[C:7](=[CH:8][CH:9]=1)[C:6]1=[CH:17][C:2]([NH:19][C:20]3[CH:29]=[CH:28][CH:27]=[C:26]4[C:21]=3[CH:22]=[CH:23][CH:24]=[N:25]4)=[N:3][C:4](=[O:18])[N:5]1[CH2:14][CH2:13]2, predict the reactants needed to synthesize it. The reactants are: Cl[C:2]1[CH:17]=[C:6]2[C:7]3[C:12]([CH2:13][CH2:14][N:5]2[C:4](=[O:18])[N:3]=1)=[CH:11][C:10]([O:15][CH3:16])=[CH:9][CH:8]=3.[NH2:19][C:20]1[CH:29]=[CH:28][CH:27]=[C:26]2[C:21]=1[CH:22]=[CH:23][CH:24]=[N:25]2. (4) Given the product [OH:2][C:3]1[CH:4]=[C:5]([CH:30]=[CH:31][C:32]=1[OH:33])[C:6]([NH:8][C:9]1[S:10][C:11]([CH2:20][C:21]2[CH:26]=[CH:25][C:24]([N+:27]([O-:29])=[O:28])=[CH:23][CH:22]=2)=[C:12]([C:14]2[CH:15]=[CH:16][CH:17]=[CH:18][CH:19]=2)[N:13]=1)=[O:7], predict the reactants needed to synthesize it. The reactants are: C[O:2][C:3]1[CH:4]=[C:5]([CH:30]=[CH:31][C:32]=1[O:33]C)[C:6]([NH:8][C:9]1[S:10][C:11]([CH2:20][C:21]2[CH:26]=[CH:25][C:24]([N+:27]([O-:29])=[O:28])=[CH:23][CH:22]=2)=[C:12]([C:14]2[CH:19]=[CH:18][CH:17]=[CH:16][CH:15]=2)[N:13]=1)=[O:7].B(Br)(Br)Br. (5) Given the product [F:1][C:2]1[CH:3]=[C:4]([NH:5][NH2:12])[CH:6]=[CH:7][C:8]=1[O:9][CH3:10], predict the reactants needed to synthesize it. The reactants are: [F:1][C:2]1[CH:3]=[C:4]([CH:6]=[CH:7][C:8]=1[O:9][CH3:10])[NH2:5].Cl.[N:12]([O-])=O.[Na+].O.O.[Sn](Cl)Cl. (6) Given the product [C:38]([OH:43])(=[O:42])[C:39]([OH:41])=[O:40].[Cl:1][C:2]1[CH:7]=[CH:6][CH:5]=[C:4]([CH3:8])[C:3]=1[NH:9][C:10]1[NH:11][C:12]2[C:18]3[CH2:19][C:20]([CH3:22])([CH3:23])[O:21][C:17]=3[C:16]([C:24]([NH:26][C:27]3[CH:32]=[C:31]([C:33]([F:36])([F:34])[F:35])[CH:30]=[CH:29][C:28]=3[F:37])=[O:25])=[CH:15][C:13]=2[N:14]=1, predict the reactants needed to synthesize it. The reactants are: [Cl:1][C:2]1[CH:7]=[CH:6][CH:5]=[C:4]([CH3:8])[C:3]=1[NH:9][C:10]1[NH:11][C:12]2[C:18]3[CH2:19][C:20]([CH3:23])([CH3:22])[O:21][C:17]=3[C:16]([C:24]([NH:26][C:27]3[CH:32]=[C:31]([C:33]([F:36])([F:35])[F:34])[CH:30]=[CH:29][C:28]=3[F:37])=[O:25])=[CH:15][C:13]=2[N:14]=1.[C:38]([OH:43])(=[O:42])[C:39]([OH:41])=[O:40]. (7) Given the product [F:1][C:2]1[CH:7]=[CH:6][C:5]([CH2:8][CH2:9][N:10]([CH3:20])[S:11]([C:14]2[CH:18]=[C:17]([C:21](=[O:23])[CH3:22])[S:16][CH:15]=2)(=[O:13])=[O:12])=[CH:4][CH:3]=1, predict the reactants needed to synthesize it. The reactants are: [F:1][C:2]1[CH:7]=[CH:6][C:5]([CH2:8][CH2:9][N:10]([CH3:20])[S:11]([C:14]2[CH:18]=[C:17](Cl)[S:16][CH:15]=2)(=[O:13])=[O:12])=[CH:4][CH:3]=1.[CH2:21]([O:23]C([Sn](CCCC)(CCCC)CCCC)=C)[CH3:22].[F-].[Cs+].